From a dataset of NCI-60 drug combinations with 297,098 pairs across 59 cell lines. Regression. Given two drug SMILES strings and cell line genomic features, predict the synergy score measuring deviation from expected non-interaction effect. (1) Drug 1: C1CCN(CC1)CCOC2=CC=C(C=C2)C(=O)C3=C(SC4=C3C=CC(=C4)O)C5=CC=C(C=C5)O. Drug 2: CC1=C(C=C(C=C1)NC(=O)C2=CC=C(C=C2)CN3CCN(CC3)C)NC4=NC=CC(=N4)C5=CN=CC=C5. Cell line: CAKI-1. Synergy scores: CSS=5.12, Synergy_ZIP=-2.06, Synergy_Bliss=-0.950, Synergy_Loewe=0.985, Synergy_HSA=-1.62. (2) Drug 1: CC(C)(C#N)C1=CC(=CC(=C1)CN2C=NC=N2)C(C)(C)C#N. Drug 2: CC1CCCC2(C(O2)CC(NC(=O)CC(C(C(=O)C(C1O)C)(C)C)O)C(=CC3=CSC(=N3)C)C)C. Cell line: NCI-H226. Synergy scores: CSS=27.6, Synergy_ZIP=5.99, Synergy_Bliss=1.54, Synergy_Loewe=-15.9, Synergy_HSA=-3.32. (3) Drug 1: C1=CC(=CC=C1CC(C(=O)O)N)N(CCCl)CCCl.Cl. Drug 2: C1=CC(=CC=C1C#N)C(C2=CC=C(C=C2)C#N)N3C=NC=N3. Cell line: SK-OV-3. Synergy scores: CSS=2.12, Synergy_ZIP=-2.84, Synergy_Bliss=-4.73, Synergy_Loewe=-6.73, Synergy_HSA=-6.39. (4) Drug 1: C1=C(C(=O)NC(=O)N1)N(CCCl)CCCl. Drug 2: CNC(=O)C1=NC=CC(=C1)OC2=CC=C(C=C2)NC(=O)NC3=CC(=C(C=C3)Cl)C(F)(F)F. Cell line: SF-268. Synergy scores: CSS=30.8, Synergy_ZIP=-6.03, Synergy_Bliss=-1.65, Synergy_Loewe=-3.08, Synergy_HSA=-0.710.